From a dataset of Forward reaction prediction with 1.9M reactions from USPTO patents (1976-2016). Predict the product of the given reaction. (1) Given the reactants [C:1]([C:3]1[CH:8]=[CH:7][C:6]([NH:9][C:10]([C:12]2([CH3:21])[CH2:16][C:15]([C:17]([F:20])([F:19])[F:18])=[N:14][NH:13]2)=[S:11])=[CH:5][C:4]=1[C:22]([F:25])([F:24])[F:23])#[N:2].C([O-])([O-])=O.[K+].[K+].[CH3:32][C:33](C)=O, predict the reaction product. The product is: [CH2:32]([S:11][C:10]([C:12]1([CH3:21])[CH2:16][C:15]([C:17]([F:18])([F:19])[F:20])=[N:14][NH:13]1)=[N:9][C:6]1[CH:7]=[CH:8][C:3]([C:1]#[N:2])=[C:4]([C:22]([F:25])([F:24])[F:23])[CH:5]=1)[CH3:33]. (2) Given the reactants [CH3:1][C:2]1[N:7]=[C:6]([CH:8]=[O:9])[C:5]([C:10]2[O:14][N:13]=[C:12]([CH3:15])[N:11]=2)=[CH:4][CH:3]=1.O.[OH-].[Na+].[O-:19][Mn](=O)(=O)=O.[K+], predict the reaction product. The product is: [CH3:1][C:2]1[N:7]=[C:6]([C:8]([OH:19])=[O:9])[C:5]([C:10]2[O:14][N:13]=[C:12]([CH3:15])[N:11]=2)=[CH:4][CH:3]=1. (3) Given the reactants [C:1]([C:3]1[C:4]([N:22]2[CH2:27][CH2:26][CH:25]([C:28](O)=[O:29])[CH2:24][CH2:23]2)=[N:5][C:6]([CH2:14][N:15]2[CH2:20][CH2:19][CH2:18][CH2:17][C:16]2=[O:21])=[C:7]([C:9]([CH:11]2[CH2:13][CH2:12]2)=[O:10])[CH:8]=1)#[N:2].CN(C(ON1N=NC2C=CC=CC1=2)=[N+](C)C)C.[B-](F)(F)(F)F.CCN(C(C)C)C(C)C.[CH3:62][N:63]([C:68]1[CH:73]=[CH:72][CH:71]=[CH:70][CH:69]=1)[S:64]([NH2:67])(=[O:66])=[O:65], predict the reaction product. The product is: [C:1]([C:3]1[C:4]([N:22]2[CH2:23][CH2:24][CH:25]([C:28]([NH:67][S:64]([N:63]([CH3:62])[C:68]3[CH:73]=[CH:72][CH:71]=[CH:70][CH:69]=3)(=[O:66])=[O:65])=[O:29])[CH2:26][CH2:27]2)=[N:5][C:6]([CH2:14][N:15]2[CH2:20][CH2:19][CH2:18][CH2:17][C:16]2=[O:21])=[C:7]([C:9]([CH:11]2[CH2:13][CH2:12]2)=[O:10])[CH:8]=1)#[N:2]. (4) Given the reactants C(OC([N:8]([CH2:37][C:38]([O:40]C(C)(C)C)=[O:39])[C:9]1[CH:14]=[CH:13][CH:12]=[C:11]([CH:15]([CH2:26][C:27]2[CH:32]=[CH:31][C:30]([CH2:33][CH3:34])=[C:29]([CH2:35][CH3:36])[CH:28]=2)[NH:16][S:17]([C:20]2[CH:25]=[CH:24][CH:23]=[CH:22][N:21]=2)(=[O:19])=[O:18])[N:10]=1)=O)(C)(C)C.FC(F)(F)C(O)=O, predict the reaction product. The product is: [CH2:35]([C:29]1[CH:28]=[C:27]([CH:32]=[CH:31][C:30]=1[CH2:33][CH3:34])[CH2:26][CH:15]([NH:16][S:17]([C:20]1[CH:25]=[CH:24][CH:23]=[CH:22][N:21]=1)(=[O:19])=[O:18])[C:11]1[N:10]=[C:9]([NH:8][CH2:37][C:38]([OH:40])=[O:39])[CH:14]=[CH:13][CH:12]=1)[CH3:36]. (5) Given the reactants [CH2:1]([O:3][C:4](=[O:32])[C:5]([CH2:17][O:18][C:19](=[O:31])[CH2:20][C:21]1[CH:26]=[CH:25][C:24]([N+:27]([O-])=O)=[C:23]([CH3:30])[CH:22]=1)([C:11]1[CH:16]=[CH:15][CH:14]=[CH:13][CH:12]=1)[C:6]([O:8][CH2:9][CH3:10])=[O:7])[CH3:2], predict the reaction product. The product is: [CH2:1]([O:3][C:4](=[O:32])[C:5]([CH2:17][O:18][C:19](=[O:31])[CH2:20][C:21]1[CH:26]=[CH:25][C:24]([NH2:27])=[C:23]([CH3:30])[CH:22]=1)([C:11]1[CH:16]=[CH:15][CH:14]=[CH:13][CH:12]=1)[C:6]([O:8][CH2:9][CH3:10])=[O:7])[CH3:2]. (6) The product is: [NH2:1][C:2]1[CH:7]=[CH:6][CH:5]=[CH:4][C:3]=1[C:8]1[C:9]([C:14]([N:16]2[CH2:21][CH2:20][C:19]([CH2:23][N:24]3[C:29](=[O:30])[C:28]4[CH:31]=[N:32][N:33]([C:34]5[CH:39]=[CH:38][C:37]([C:42]#[CH:43])=[CH:36][CH:35]=5)[C:27]=4[N:26]=[CH:25]3)([OH:22])[CH2:18][CH2:17]2)=[O:15])=[CH:10][CH:11]=[CH:12][CH:13]=1. Given the reactants [NH2:1][C:2]1[CH:7]=[CH:6][CH:5]=[CH:4][C:3]=1[C:8]1[C:9]([C:14]([N:16]2[CH2:21][CH2:20][C:19]([CH2:23][N:24]3[C:29](=[O:30])[C:28]4[CH:31]=[N:32][N:33]([C:34]5[CH:39]=[CH:38][C:37](Br)=[CH:36][CH:35]=5)[C:27]=4[N:26]=[CH:25]3)([OH:22])[CH2:18][CH2:17]2)=[O:15])=[CH:10][CH:11]=[CH:12][CH:13]=1.Br[C:42]1C=CC(N2C3N=CN(CC4(O)CCNCC4)C(=O)C=3C=N2)=C[CH:43]=1.NC1C=CC=CC=1C1C=CC(C(O)=O)=CC=1.C([Sn](CCCC)(CCCC)C#C)CCC.C1(P(C2CCCCC2)C2C=CC=CC=2C2C(C(C)C)=CC(C(C)C)=CC=2C(C)C)CCCCC1, predict the reaction product.